Task: Predict the product of the given reaction.. Dataset: Forward reaction prediction with 1.9M reactions from USPTO patents (1976-2016) (1) The product is: [Br:2][C:3]1[CH:12]=[C:11]2[C:6]([CH2:7][CH2:8][CH2:9][C:10]2=[NH:13])=[CH:5][CH:4]=1. Given the reactants Cl.[Br:2][C:3]1[CH:12]=[C:11]2[C:6]([CH2:7][CH2:8][CH2:9][C:10]2=[N:13]S(C(C)(C)C)=O)=[CH:5][CH:4]=1, predict the reaction product. (2) Given the reactants [NH2:1][C:2]1[CH:7]=[CH:6][C:5]([NH:8][C:9]([NH:11][C:12]2[CH:17]=[CH:16][C:15]([C:18]3[N:19]=[C:20]([N:30]4[CH2:35][CH2:34][O:33][CH2:32][CH2:31]4)[C:21]4[N:26]=[N:25][N:24]([CH:27]([CH3:29])[CH3:28])[C:22]=4[N:23]=3)=[CH:14][CH:13]=2)=[O:10])=[CH:4][CH:3]=1.[OH-].[Na+].[CH3:38][S:39](OCl)(=[O:41])=[O:40], predict the reaction product. The product is: [CH:27]([N:24]1[C:22]2[N:23]=[C:18]([C:15]3[CH:16]=[CH:17][C:12]([NH:11][C:9]([NH:8][C:5]4[CH:6]=[CH:7][C:2]([NH:1][S:39]([CH3:38])(=[O:41])=[O:40])=[CH:3][CH:4]=4)=[O:10])=[CH:13][CH:14]=3)[N:19]=[C:20]([N:30]3[CH2:35][CH2:34][O:33][CH2:32][CH2:31]3)[C:21]=2[N:26]=[N:25]1)([CH3:29])[CH3:28]. (3) Given the reactants [CH:1]1([C:7]2[CH:20]=[CH:19][C:10]([O:11][CH2:12][CH:13]3[O:17][C:16]([NH2:18])=[N:15][CH2:14]3)=[CH:9][CH:8]=2)[CH2:6][CH2:5][CH2:4][CH2:3][CH2:2]1.[C:21](OCC)(=[O:26])[C:22]#[C:23][CH2:24][CH3:25], predict the reaction product. The product is: [CH:1]1([C:7]2[CH:20]=[CH:19][C:10]([O:11][CH2:12][CH:13]3[O:17][C:16]4=[N:18][C:21](=[O:26])[CH:22]=[C:23]([CH2:24][CH3:25])[N:15]4[CH2:14]3)=[CH:9][CH:8]=2)[CH2:2][CH2:3][CH2:4][CH2:5][CH2:6]1. (4) Given the reactants [OH:1][C@@H:2]1[CH2:18][C:17]2[C@@:5]([CH3:24])([C@@H:6]3[C@@H:14]([CH2:15][CH:16]=2)[C@H:13]2[C@@:9]([CH3:22])([C@@H:10]([C:19](=[O:21])[CH3:20])[CH2:11][CH2:12]2)[CH2:8][C@@H:7]3[OH:23])[CH2:4][CH2:3]1.[H][H], predict the reaction product. The product is: [OH:1][CH:2]1[CH2:18][CH:17]2[C:5]([CH3:24])([CH:6]3[CH:14]([CH2:15][CH2:16]2)[CH:13]2[C:9]([CH3:22])([CH:10]([C:19](=[O:21])[CH3:20])[CH2:11][CH2:12]2)[CH2:8][CH:7]3[OH:23])[CH2:4][CH2:3]1. (5) Given the reactants F[C:2]1[C:7]([C:8]2[N:13]=[C:12]([CH3:14])[N:11]=[C:10]([NH2:15])[N:9]=2)=[CH:6][C:5]([CH2:16][N:17]2[CH2:22][CH2:21][O:20][CH2:19][CH2:18]2)=[CH:4][N:3]=1.[NH2:23][C:24]1[CH:25]=[C:26]([NH:31][S:32]([N:35]([CH3:37])[CH3:36])(=[O:34])=[O:33])[C:27]([Cl:30])=[N:28][CH:29]=1.C[Si]([N-][Si](C)(C)C)(C)C.[Na+], predict the reaction product. The product is: [NH2:15][C:10]1[N:11]=[C:12]([CH3:14])[N:13]=[C:8]([C:7]2[C:2]([NH:23][C:24]3[CH:25]=[C:26]([NH:31][S:32]([N:35]([CH3:37])[CH3:36])(=[O:33])=[O:34])[C:27]([Cl:30])=[N:28][CH:29]=3)=[N:3][CH:4]=[C:5]([CH2:16][N:17]3[CH2:22][CH2:21][O:20][CH2:19][CH2:18]3)[CH:6]=2)[N:9]=1. (6) Given the reactants P([O-])([O-])([O-])=O.[K+].[K+].[K+].Cl[C:10]1[CH:11]=[CH:12][C:13]2[N:19]3[CH2:20][C@H:16]([CH2:17][CH2:18]3)[N:15]([C:21]([NH:23][C:24]3[CH:29]=[N:28][CH:27]=[CH:26][N:25]=3)=[O:22])[C:14]=2[N:30]=1.[F:31][C:32]1[C:33]([CH3:47])=[N:34][CH:35]=[C:36](B2OC(C)(C)C(C)(C)O2)[CH:37]=1.CC(C1C=C(C(C)C)C(C2C=CC=CC=2P(C2CCCCC2)C2CCCCC2)=C(C(C)C)C=1)C, predict the reaction product. The product is: [F:31][C:32]1[CH:37]=[C:36]([C:10]2[CH:11]=[CH:12][C:13]3[N:19]4[CH2:20][C@H:16]([CH2:17][CH2:18]4)[N:15]([C:21]([NH:23][C:24]4[CH:29]=[N:28][CH:27]=[CH:26][N:25]=4)=[O:22])[C:14]=3[N:30]=2)[CH:35]=[N:34][C:33]=1[CH3:47]. (7) Given the reactants [NH2:1][C:2]1[CH:7]=[CH:6][N:5]=[CH:4][CH:3]=1.C(N(CC)CC)C.[CH3:15][S:16](Cl)(=[O:18])=[O:17], predict the reaction product. The product is: [CH3:15][S:16]([NH:1][C:2]1[CH:7]=[CH:6][N:5]=[CH:4][CH:3]=1)(=[O:18])=[O:17].